Dataset: Peptide-MHC class II binding affinity with 134,281 pairs from IEDB. Task: Regression. Given a peptide amino acid sequence and an MHC pseudo amino acid sequence, predict their binding affinity value. This is MHC class II binding data. The peptide sequence is CGMFTNRSGSQQ. The MHC is DRB1_0405 with pseudo-sequence DRB1_0405. The binding affinity (normalized) is 0.181.